From a dataset of Human Reference Interactome with 51,813 positive PPI pairs across 8,248 proteins, plus equal number of experimentally-validated negative pairs. Binary Classification. Given two protein amino acid sequences, predict whether they physically interact or not. (1) Protein 1 (ENSG00000100395) has sequence MEKPRSIEETPSSEPMEEEEDDDLELFGGYDSFRSYNSSVGSESSSYLEESSEAENEDREAGELPTSPLHLLSPGTPRSLDGSGSEPAVCEMCGIVGTREAFFSKTKRFCSVSCSRSYSSNSKKASILARLQGKPPTKKAKVLHKAAWSAKIGAFLHSQGTGQLADGTPTGQDALVLGFDWGKFLKDHSYKAAPVSCFKHVPLYDQWEDVMKGMKVEVLNSDAVLPSRVYWIASVIQTAGYRVLLRYEGFENDASHDFWCNLGTVDVHPIGWCAINSKILVPPRTIHAKFTDWKGYLMKR.... Protein 2 (ENSG00000182230) has sequence MGCAYSCCLEVCCGEDEIVYPRMPGESTVCHREREKPITYHWYHWHPGHIYPRVASMEDYDEDLVQEASSEDVLGVHMVDKDTERDIEMKRQLRRLRELHLYSTWKKYQEAMKTSLGVPQCERDEGSLGKPLCPPEILSETLPGSVKKRVCFPSEDHLEEFIAEHLPEASNQSLLTVAHADTGIQTNGDLEDLEEHGPGQTVSEEATEVHMMEGDPDTLAELLIRDVLQELSSYNGEEEDPEEVKTSLGVPQRGDLEDLEEHVPGQTVSEEATGVHMMQVDPATPAKSDLEDLEEHVPGQ.... Result: 0 (the proteins do not interact). (2) Protein 1 (ENSG00000140553) has sequence MTASSVEQLRKEGNELFKCGDYGGALAAYTQALGLDATPQDQAVLHRNRAACHLKLEDYDKAETEASKAIEKDGGDVKALYRRSQALEKLGRLDQAVLDLQRCVSLEPKNKVFQEALRNIGGQIQEKVRYMSSTDAKVEQMFQILLDPEEKGTEKKQKASQNLVVLAREDAGAEKIFRSNGVQLLQRLLDMGETDLMLAALRTLVGICSEHQSRTVATLSILGTRRVVSILGVESQAVSLAACHLLQVMFDALKEGVKKGFRGKEGAIIVDPARELKVLISNLLDLLTEVGVSGQGRDNA.... Protein 2 (ENSG00000136697) has sequence MCSLPMARYYIIKYADQKALYTRDGQLLVGDPVADNCCAEKICILPNRGLARTKVPIFLGIQGGSRCLACVETEEGPSLQLEDVNIEELYKGGEEATRFTFFQSSSGSAFRLEAAAWPGWFLCGPAEPQQPVQLTKESEPSARTKFYFEQSW*. Result: 0 (the proteins do not interact). (3) Protein 1 (ENSG00000198707) has sequence MPPNINWKEIMKVDPDDLPRQEELADNLLISLSKVEVNELKSEKQENVIHLFRITQSLMKMKAQEVELALEEVEKAGEEQAKFENQLKTKVMKLENELEMAQQSAGGRDTRFLRNEICQLEKQLEQKDRELEDMEKELEKEKKVNEQLALRNEEAENENSKLRRENKRLKKKNEQLCQDIIDYQKQIDSQKETLLSRRGEDSDYRSQLSKKNYELIQYLDEIQTLTEANEKIEVQNQEMRKNLEESVQEMEKMTDEYNRMKAIVHQTDNVIDQLKKENDHYQLQVQELTDLLKSKNEEDD.... Protein 2 (ENSG00000197565) has sequence MHPGLWLLLVTLCLTEELAAAGEKSYGKPCGGQDCSGSCQCFPEKGARGRPGPIGIQGPTGPQGFTGSTGLSGLKGERGFPGLLGPYGPKGDKGPMGVPGFLGINGIPGHPGQPGPRGPPGLDGCNGTQGAVGFPGPDGYPGLLGPPGLPGQKGSKGDPVLAPGSFKGMKGDPGLPGLDGITGPQGAPGFPGAVGPAGPPGLQGPPGPPGPLGPDGNMGLGFQGEKGVKGDVGLPGPAGPPPSTGELEFMGFPKGKKGSKGEPGPKGFPGISGPPGFPGLGTTGEKGEKGEKGIPGLPGP.... Result: 0 (the proteins do not interact).